Dataset: Reaction yield outcomes from USPTO patents with 853,638 reactions. Task: Predict the reaction yield, written as a fraction of the theoretical maximum amount of product (1.0 means a 100% yield; for example, 0.34 means a 34% yield). (1) The reactants are C(=O)(OC(Cl)(Cl)Cl)[O:2][C:3](Cl)(Cl)[Cl:4].[CH2:13]([O:20][C:21]([NH:23][C@H:24]([C:28]([O:30][CH2:31][CH:32]([CH2:34][O:35][C:36](=[O:54])[CH2:37][CH2:38][CH2:39][CH2:40][CH2:41][CH2:42][CH2:43][CH2:44][CH2:45][CH2:46][CH2:47][CH2:48][CH2:49][CH2:50][CH2:51][CH2:52][CH3:53])[OH:33])=[O:29])[CH:25]([CH3:27])[CH3:26])=[O:22])[C:14]1[CH:19]=[CH:18][CH:17]=[CH:16][CH:15]=1.C(N(CC)CC)C.CCCCCC. The catalyst is ClCCl. The product is [CH2:13]([O:20][C:21]([NH:23][C@H:24]([C:28]([O:30][CH2:31][CH:32]([O:33][C:3]([Cl:4])=[O:2])[CH2:34][O:35][C:36](=[O:54])[CH2:37][CH2:38][CH2:39][CH2:40][CH2:41][CH2:42][CH2:43][CH2:44][CH2:45][CH2:46][CH2:47][CH2:48][CH2:49][CH2:50][CH2:51][CH2:52][CH3:53])=[O:29])[CH:25]([CH3:27])[CH3:26])=[O:22])[C:14]1[CH:15]=[CH:16][CH:17]=[CH:18][CH:19]=1. The yield is 0.890. (2) The reactants are [CH:1]1([CH2:4][NH:5][C:6](=[O:43])[C:7]2[CH:12]=[C:11]([C:13]3[CH:14]=[C:15]4[C:19](=[CH:20][CH:21]=3)[N:18](C3CCCCO3)[N:17]=[C:16]4[C:28]3[NH:42][C:31]4[CH:32]=[N:33][CH:34]=[C:35]([C:36]5[CH:37]=[N:38][CH:39]=[CH:40][CH:41]=5)[C:30]=4[N:29]=3)[CH:10]=[N:9][CH:8]=2)[CH2:3][CH2:2]1.[SiH](CC)(CC)CC.C(O)(C(F)(F)F)=O. The catalyst is C(Cl)Cl. The product is [CH:1]1([CH2:4][NH:5][C:6](=[O:43])[C:7]2[CH:12]=[C:11]([C:13]3[CH:14]=[C:15]4[C:19](=[CH:20][CH:21]=3)[NH:18][N:17]=[C:16]4[C:28]3[NH:42][C:31]4[CH:32]=[N:33][CH:34]=[C:35]([C:36]5[CH:37]=[N:38][CH:39]=[CH:40][CH:41]=5)[C:30]=4[N:29]=3)[CH:10]=[N:9][CH:8]=2)[CH2:3][CH2:2]1. The yield is 0.440. (3) The reactants are [CH3:1][O-:2].[Na+].[CH3:4][C:5]1([CH3:12])[CH2:10][O:9][C:8](=[O:11])[CH2:7][CH2:6]1. The catalyst is CO. The product is [CH3:1][O:2][C:8](=[O:11])[CH2:7][CH2:6][C:5]([CH3:12])([CH3:4])[CH2:10][OH:9]. The yield is 0.930. (4) The reactants are [CH3:1][N:2]([CH3:20])[C:3]1[CH:8]=[CH:7][C:6](/[CH:9]=[CH:10]/[C:11]([C:13]2[CH:18]=[CH:17][CH:16]=[CH:15][C:14]=2[OH:19])=[O:12])=[CH:5][CH:4]=1.[OH-:21].[Na+].OO. The catalyst is C(O)C. The product is [CH3:20][N:2]([CH3:1])[C:3]1[CH:4]=[CH:5][C:6]([C:9]2[O:19][C:14]3[C:13]([C:11](=[O:12])[C:10]=2[OH:21])=[CH:18][CH:17]=[CH:16][CH:15]=3)=[CH:7][CH:8]=1. The yield is 0.590.